From a dataset of Full USPTO retrosynthesis dataset with 1.9M reactions from patents (1976-2016). Predict the reactants needed to synthesize the given product. (1) Given the product [Cl:25][C:22]1[CH:23]=[CH:24][C:19]([O:47][C:44]2[CH:45]=[CH:46][C:41]([C:38]34[CH2:39][CH2:40][CH:35]([N:32]5[CH2:33][CH2:34][S:29](=[O:48])(=[O:28])[N:30]=[C:31]53)[CH2:36][CH2:37]4)=[CH:42][CH:43]=2)=[C:20]([O:26][CH3:27])[CH:21]=1, predict the reactants needed to synthesize it. The reactants are: N1C=CC=CC=1C(O)=O.P([O-])([O-])([O-])=O.[K+].[K+].[K+].Br[C:19]1[CH:24]=[CH:23][C:22]([Cl:25])=[CH:21][C:20]=1[O:26][CH3:27].[O:28]=[S:29]1(=[O:48])[CH2:34][CH2:33][N:32]2[CH:35]3[CH2:40][CH2:39][C:38]([C:41]4[CH:46]=[CH:45][C:44]([OH:47])=[CH:43][CH:42]=4)([C:31]2=[N:30]1)[CH2:37][CH2:36]3. (2) The reactants are: [Cl:1][C:2]1[N:7]=[C:6]([Cl:8])[CH:5]=[C:4]([Cl:9])[N:3]=1.[Mg+2].[Cl-].[Cl-].[I:13]I. Given the product [I:13][C:5]1[C:4]([Cl:9])=[N:3][C:2]([Cl:1])=[N:7][C:6]=1[Cl:8], predict the reactants needed to synthesize it.